Predict the product of the given reaction. From a dataset of Forward reaction prediction with 1.9M reactions from USPTO patents (1976-2016). (1) Given the reactants [F:1][C:2]1[CH:11]=[C:10]2[C:5]([C:6](O)=[C:7]([C:12]#[N:13])[CH:8]=[N:9]2)=[CH:4][CH:3]=1.S(Cl)([Cl:17])=O, predict the reaction product. The product is: [Cl:17][C:6]1[C:5]2[C:10](=[CH:11][C:2]([F:1])=[CH:3][CH:4]=2)[N:9]=[CH:8][C:7]=1[C:12]#[N:13]. (2) Given the reactants [NH2:1][CH2:2][CH2:3][CH2:4][C@H:5]([NH:9][C:10]([O:12][CH2:13][C:14]1[CH:19]=[CH:18][CH:17]=[CH:16][CH:15]=1)=[O:11])[C:6]([OH:8])=[O:7].O=[C:21]1[CH2:26][CH2:25][N:24]([C:27]([O:29][C:30]([CH3:33])([CH3:32])[CH3:31])=[O:28])[CH2:23][CH2:22]1.[BH3-]C#N.[Na+], predict the reaction product. The product is: [CH2:13]([O:12][C:10]([NH:9][C@@H:5]([CH2:4][CH2:3][CH2:2][NH:1][CH:21]1[CH2:26][CH2:25][N:24]([C:27]([O:29][C:30]([CH3:33])([CH3:32])[CH3:31])=[O:28])[CH2:23][CH2:22]1)[C:6]([OH:8])=[O:7])=[O:11])[C:14]1[CH:15]=[CH:16][CH:17]=[CH:18][CH:19]=1. (3) Given the reactants [N:1]1[CH:6]=[CH:5][C:4]([C:7]2[CH:15]=[CH:14][CH:13]=[C:12]3[C:8]=2[CH2:9][C:10](=[O:16])[NH:11]3)=[CH:3][CH:2]=1.[O:17]=[C:18]1[C:23]2=[CH:24][NH:25][C:26]([CH:27]=O)=[C:22]2[CH2:21][CH2:20][O:19]1, predict the reaction product. The product is: [O:16]=[C:10]1[C:9](=[CH:27][C:26]2[NH:25][CH:24]=[C:23]3[C:18](=[O:17])[O:19][CH2:20][CH2:21][C:22]=23)[C:8]2[C:12](=[CH:13][CH:14]=[CH:15][C:7]=2[C:4]2[CH:5]=[CH:6][N:1]=[CH:2][CH:3]=2)[NH:11]1. (4) Given the reactants [C:1]([C:3]1[CH:8]=[CH:7][N:6]=[CH:5][CH:4]=1)#[N:2].C(O[C:12]([C:14]1[C:15]2[CH2:23][CH2:22][CH2:21][CH2:20][C:16]=2[S:17][C:18]=1[NH2:19])=[O:13])C.C1(C)C=CC=CC=1, predict the reaction product. The product is: [N:6]1[CH:7]=[CH:8][C:3]([C:1]2[N:2]=[C:12]([OH:13])[C:14]3[C:15]4[CH2:23][CH2:22][CH2:21][CH2:20][C:16]=4[S:17][C:18]=3[N:19]=2)=[CH:4][CH:5]=1.